Dataset: Reaction yield outcomes from USPTO patents with 853,638 reactions. Task: Predict the reaction yield, written as a fraction of the theoretical maximum amount of product (1.0 means a 100% yield; for example, 0.34 means a 34% yield). (1) The reactants are C([O-])([O-])=O.[K+].[K+].I[CH2:8][CH3:9].[CH3:10][O:11][C:12](=[O:24])[C:13]1[CH:22]=[C:21]([OH:23])[CH:20]=[C:15]([C:16]([O:18][CH3:19])=[O:17])[CH:14]=1. The catalyst is CC(C)=O. The product is [CH3:19][O:18][C:16](=[O:17])[C:15]1[CH:20]=[C:21]([O:23][CH2:8][CH3:9])[CH:22]=[C:13]([C:12]([O:11][CH3:10])=[O:24])[CH:14]=1. The yield is 0.960. (2) The reactants are C([O:5][NH:6][C:7]([C:9]1[C:14]([NH:15][C:16]2[CH:21]=[CH:20][C:19]([Br:22])=[CH:18][C:17]=2[F:23])=[C:13]([F:24])[C:12](=[O:25])[N:11]([CH3:26])[CH:10]=1)=[O:8])(C)(C)C.C(O)(C(F)(F)F)=O. No catalyst specified. The product is [OH:5][NH:6][C:7]([C:9]1[C:14]([NH:15][C:16]2[CH:21]=[CH:20][C:19]([Br:22])=[CH:18][C:17]=2[F:23])=[C:13]([F:24])[C:12](=[O:25])[N:11]([CH3:26])[CH:10]=1)=[O:8]. The yield is 0.330. (3) The yield is 0.940. The product is [FH:61].[FH:61].[OH:1][C:2]([C:51]1[S:52][CH:53]=[CH:54][CH:55]=1)([C:56]1[S:57][CH:58]=[CH:59][CH:60]=1)[C:3]([O:5][C@H:6]1[CH2:11][CH2:10][C@H:9]([N:12]([CH2:14][CH2:15][CH2:16][N:17]2[C:21]3[CH:22]=[CH:23][C:24]([CH2:26][NH:27][CH2:28][C@H:29]([OH:42])[C:30]4[CH:39]=[CH:38][C:37]([OH:40])=[C:36]5[C:31]=4[CH:32]=[CH:33][C:34](=[O:41])[NH:35]5)=[CH:25][C:20]=3[O:19][C:18]2=[O:50])[CH3:13])[CH2:8][CH2:7]1)=[O:4]. The catalyst is C1COCC1. The reactants are [OH:1][C:2]([C:56]1[S:57][CH:58]=[CH:59][CH:60]=1)([C:51]1[S:52][CH:53]=[CH:54][CH:55]=1)[C:3]([O:5][C@H:6]1[CH2:11][CH2:10][C@H:9]([N:12]([CH2:14][CH2:15][CH2:16][N:17]2[C:21]3[CH:22]=[CH:23][C:24]([CH2:26][NH:27][CH2:28][C@H:29]([O:42][Si](C(C)(C)C)(C)C)[C:30]4[CH:39]=[CH:38][C:37]([OH:40])=[C:36]5[C:31]=4[CH:32]=[CH:33][C:34](=[O:41])[NH:35]5)=[CH:25][C:20]=3[O:19][C:18]2=[O:50])[CH3:13])[CH2:8][CH2:7]1)=[O:4].[FH:61].F.F.C(N(CC)CC)C.C(#N)C.